Predict the reactants needed to synthesize the given product. From a dataset of Full USPTO retrosynthesis dataset with 1.9M reactions from patents (1976-2016). Given the product [C:1]([C:3]1([NH:6][C:7]([C@@H:9]2[CH2:13][C@@H:12]([S:14]([C:17]3[CH:22]=[CH:21][C:20]([N:23]4[CH:27]=[CH:26][CH:25]=[N:24]4)=[CH:19][C:18]=3[C:28]([F:29])([F:31])[F:30])(=[O:15])=[O:16])[CH2:11][N:10]2[C:32](=[O:34])[CH3:33])=[O:8])[CH2:5][CH2:4]1)#[N:2], predict the reactants needed to synthesize it. The reactants are: [C:1]([C:3]1([NH:6][C:7]([C@@H:9]2[CH2:13][C@@H:12]([S:14]([C:17]3[CH:22]=[CH:21][C:20]([N:23]4[CH:27]=[CH:26][CH:25]=[N:24]4)=[CH:19][C:18]=3[C:28]([F:31])([F:30])[F:29])(=[O:16])=[O:15])[CH2:11][NH:10]2)=[O:8])[CH2:5][CH2:4]1)#[N:2].[C:32](OC(=O)C)(=[O:34])[CH3:33].